This data is from Catalyst prediction with 721,799 reactions and 888 catalyst types from USPTO. The task is: Predict which catalyst facilitates the given reaction. (1) Reactant: [C:1]([O:5][C:6](=[O:28])[NH:7][C@H:8]1[C@H:12]([C:13]2[CH:18]=[CH:17][C:16]([Cl:19])=[C:15]([F:20])[CH:14]=2)[CH2:11][N:10]([CH2:21][C:22]2[CH:27]=[CH:26][CH:25]=[CH:24][CH:23]=2)[CH2:9]1)([CH3:4])([CH3:3])[CH3:2].[H-].[Na+].I[CH3:32]. Product: [C:1]([O:5][C:6](=[O:28])[N:7]([C@H:8]1[C@H:12]([C:13]2[CH:18]=[CH:17][C:16]([Cl:19])=[C:15]([F:20])[CH:14]=2)[CH2:11][N:10]([CH2:21][C:22]2[CH:27]=[CH:26][CH:25]=[CH:24][CH:23]=2)[CH2:9]1)[CH3:32])([CH3:4])([CH3:2])[CH3:3]. The catalyst class is: 3. (2) Reactant: B(Br)(Br)Br.[Br:5][C:6]1[C:11]([Cl:12])=[CH:10][C:9]([N:13]2[C:17](=[O:18])[NH:16][C:15]([C:19]3[S:20][C:21]([Br:24])=[CH:22][CH:23]=3)=[N:14]2)=[C:8]([O:25]C)[CH:7]=1. Product: [Br:5][C:6]1[C:11]([Cl:12])=[CH:10][C:9]([N:13]2[C:17](=[O:18])[NH:16][C:15]([C:19]3[S:20][C:21]([Br:24])=[CH:22][CH:23]=3)=[N:14]2)=[C:8]([OH:25])[CH:7]=1. The catalyst class is: 4. (3) Reactant: [CH:1]12[O:8][CH:5]([CH2:6][CH2:7]1)[CH2:4][N:3]([C:9]1[N:14]=[C:13]([C:15]3[CH:21]=[CH:20][C:18]([NH2:19])=[CH:17][CH:16]=3)[N:12]=[C:11]3[N:22]([CH:25]4[CH2:30][CH2:29][N:28]([CH2:31][C:32]([F:35])([F:34])[F:33])[CH2:27][CH2:26]4)[N:23]=[CH:24][C:10]=13)[CH2:2]2.ClC(Cl)(O[C:40](=[O:46])[O:41][C:42](Cl)(Cl)Cl)Cl.C(N(CC)CC)C.C(O)[CH2:56][OH:57]. Product: [OH:57][CH2:56][CH2:42][O:41][C:40](=[O:46])[NH:19][C:18]1[CH:20]=[CH:21][C:15]([C:13]2[N:12]=[C:11]3[N:22]([CH:25]4[CH2:26][CH2:27][N:28]([CH2:31][C:32]([F:34])([F:35])[F:33])[CH2:29][CH2:30]4)[N:23]=[CH:24][C:10]3=[C:9]([N:3]3[CH2:4][CH:5]4[O:8][CH:1]([CH2:7][CH2:6]4)[CH2:2]3)[N:14]=2)=[CH:16][CH:17]=1. The catalyst class is: 7.